Predict the reactants needed to synthesize the given product. From a dataset of Full USPTO retrosynthesis dataset with 1.9M reactions from patents (1976-2016). Given the product [F:1][C:2]1[CH:20]=[C:19]([NH2:21])[CH:18]=[CH:17][C:3]=1[N:4]([CH2:11][CH2:12][O:13][CH2:14][CH2:15][CH3:16])[CH2:5][CH2:6][O:7][CH2:8][CH2:9][CH3:10], predict the reactants needed to synthesize it. The reactants are: [F:1][C:2]1[CH:20]=[C:19]([N+:21]([O-])=O)[CH:18]=[CH:17][C:3]=1[N:4]([CH2:11][CH2:12][O:13][CH2:14][CH2:15][CH3:16])[CH2:5][CH2:6][O:7][CH2:8][CH2:9][CH3:10].